Dataset: Reaction yield outcomes from USPTO patents with 853,638 reactions. Task: Predict the reaction yield, written as a fraction of the theoretical maximum amount of product (1.0 means a 100% yield; for example, 0.34 means a 34% yield). The reactants are [Si:1]([O:8][CH2:9][CH2:10][CH2:11][N:12]1[C:17](=[O:18])[C:16]2[C:19]([CH:24]([OH:31])[C:25]3[CH:30]=[CH:29][CH:28]=[CH:27][CH:26]=3)=[C:20](Cl)[N:21]=[CH:22][C:15]=2[N:14]([CH3:32])[C:13]1=[O:33])([C:4]([CH3:7])([CH3:6])[CH3:5])([CH3:3])[CH3:2].[F:34][C:35]([F:47])([F:46])[O:36][C:37]1[CH:38]=[C:39](B(O)O)[CH:40]=[CH:41][CH:42]=1.[O-]P([O-])([O-])=O.[K+].[K+].[K+]. The catalyst is O1CCOCC1.O.C1C=CC(P(C2C=CC=CC=2)[C-]2C=CC=C2)=CC=1.C1C=CC(P(C2C=CC=CC=2)[C-]2C=CC=C2)=CC=1.Cl[Pd]Cl.[Fe+2]. The product is [Si:1]([O:8][CH2:9][CH2:10][CH2:11][N:12]1[C:17](=[O:18])[C:16]2[C:19]([CH:24]([OH:31])[C:25]3[CH:30]=[CH:29][CH:28]=[CH:27][CH:26]=3)=[C:20]([C:39]3[CH:40]=[CH:41][CH:42]=[C:37]([O:36][C:35]([F:34])([F:46])[F:47])[CH:38]=3)[N:21]=[CH:22][C:15]=2[N:14]([CH3:32])[C:13]1=[O:33])([C:4]([CH3:7])([CH3:6])[CH3:5])([CH3:3])[CH3:2]. The yield is 0.440.